Dataset: Full USPTO retrosynthesis dataset with 1.9M reactions from patents (1976-2016). Task: Predict the reactants needed to synthesize the given product. Given the product [F:1][C:2]([F:7])([F:6])[C:3]([OH:5])=[O:4].[CH3:3][OH:4], predict the reactants needed to synthesize it. The reactants are: [F:1][C:2]([F:7])([F:6])[C:3]([OH:5])=[O:4].